From a dataset of Forward reaction prediction with 1.9M reactions from USPTO patents (1976-2016). Predict the product of the given reaction. (1) Given the reactants [F:1][C:2]([F:13])([F:12])[C:3]1[CH:8]=[CH:7][CH:6]=[CH:5][C:4]=1[CH2:9][C:10]#[N:11].CC(C)([O-])C.[K+].Br[CH2:21][CH2:22][CH2:23][Cl:24], predict the reaction product. The product is: [Cl:24][CH2:23][CH2:22][CH2:21][CH:9]([C:4]1[CH:5]=[CH:6][CH:7]=[CH:8][C:3]=1[C:2]([F:12])([F:13])[F:1])[C:10]#[N:11]. (2) Given the reactants [C:1]([O:5][C:6]([NH:8][C:9]1[CH:14]=[C:13]([O:15][C:16]2[CH:25]=[C:24]3[C:19]([CH:20]=[CH:21][C:22]([C:26](O)=[O:27])=[CH:23]3)=[CH:18][CH:17]=2)[CH:12]=[CH:11][N:10]=1)=[O:7])([CH3:4])([CH3:3])[CH3:2].[Cl:29][C:30]1[CH:36]=[CH:35][C:33]([NH2:34])=[CH:32][C:31]=1[C:37]([F:40])([F:39])[F:38].CCN=C=NCCCN(C)C.Cl, predict the reaction product. The product is: [Cl:29][C:30]1[CH:36]=[CH:35][C:33]([NH:34][C:26]([C:22]2[CH:23]=[C:24]3[C:19]([CH:18]=[CH:17][C:16]([O:15][C:13]4[CH:12]=[CH:11][N:10]=[C:9]([NH:8][C:6](=[O:7])[O:5][C:1]([CH3:4])([CH3:2])[CH3:3])[CH:14]=4)=[CH:25]3)=[CH:20][CH:21]=2)=[O:27])=[CH:32][C:31]=1[C:37]([F:38])([F:39])[F:40]. (3) Given the reactants [CH:1]1[CH:2]=[C:3]([CH2:6][NH:7][C:8]2[C:13]([C:14]([OH:16])=O)=[CH:12][C:11]([S:17]([NH2:20])(=[O:19])=[O:18])=[C:10]([Cl:21])[CH:9]=2)[O:4][CH:5]=1.C1N=C[N:24](C(N2C=NC=C2)=O)C=1.[CH3:34][N:35]([CH3:40])[CH2:36][CH2:37][CH2:38]N, predict the reaction product. The product is: [CH3:34][N:35]([CH2:36][CH2:37][CH2:38][C:9]1[C:8]([NH:7][CH2:6][C:3]2[O:4][CH:5]=[CH:1][CH:2]=2)=[C:13]([CH:12]=[C:11]([S:17]([NH2:20])(=[O:19])=[O:18])[C:10]=1[Cl:21])[C:14]([NH2:24])=[O:16])[CH3:40]. (4) Given the reactants [Br:1][C:2]1[CH:9]=[CH:8][C:5]([CH:6]=O)=[C:4]([CH3:10])[CH:3]=1.[CH3:11][C:12]1([CH3:20])[O:17][C:16](=[O:18])[CH2:15][C:14](=[O:19])[O:13]1, predict the reaction product. The product is: [Br:1][C:2]1[CH:9]=[CH:8][C:5]([CH:6]=[C:15]2[C:16](=[O:18])[O:17][C:12]([CH3:20])([CH3:11])[O:13][C:14]2=[O:19])=[C:4]([CH3:10])[CH:3]=1. (5) Given the reactants Br[C:2]1[N:6]2[CH:7]=[C:8]([C:11]3[CH:16]=[CH:15][C:14]([C:17](C4CCC(C)CC4)=[O:18])=[CH:13][CH:12]=3)[N:9]=[CH:10][C:5]2=[N:4][CH:3]=1.[CH2:26]([O:28][C:29]([C:31]1[CH:36]=[CH:35][C:34](B(O)O)=[CH:33][CH:32]=1)=[O:30])[CH3:27].[O-]P([O-])([O-])=O.[K+].[K+].[K+].O, predict the reaction product. The product is: [CH3:2][N:6]1[CH2:7][CH2:8][N:9]([C:17]([C:14]2[CH:13]=[CH:12][C:11]([C:8]3[N:9]=[CH:10][C:5]4[N:6]([C:2]([C:33]5[CH:32]=[C:31]([CH:36]=[CH:35][CH:34]=5)[C:29]([O:28][CH2:26][CH3:27])=[O:30])=[CH:3][N:4]=4)[CH:7]=3)=[CH:16][CH:15]=2)=[O:18])[CH2:10][CH2:5]1. (6) Given the reactants [Cl:1][C:2]1[CH:7]=[C:6]([Cl:8])[CH:5]=[CH:4][C:3]=1[C:9]1[C:10]([C:19]2[CH:24]=[CH:23][C:22]([C:25]([F:28])([F:27])[F:26])=[CH:21][CH:20]=2)=[N:11][C:12]([CH3:18])=[C:13]([CH:17]=1)[C:14](O)=[O:15].B.CO, predict the reaction product. The product is: [Cl:1][C:2]1[CH:7]=[C:6]([Cl:8])[CH:5]=[CH:4][C:3]=1[C:9]1[CH:17]=[C:13]([CH2:14][OH:15])[C:12]([CH3:18])=[N:11][C:10]=1[C:19]1[CH:20]=[CH:21][C:22]([C:25]([F:28])([F:26])[F:27])=[CH:23][CH:24]=1. (7) Given the reactants [S:1]1[CH:5]=[CH:4][CH:3]=[C:2]1[CH2:6][CH2:7][NH2:8].[C:9]([O:13][CH2:14][CH3:15])(=[O:12])[CH:10]=O.[BH-](OC(C)=O)(OC(C)=O)OC(C)=O.[Na+].C([O-])(O)=O.[Na+].Cl[C:36]([O:38][CH2:39][CH3:40])=[O:37], predict the reaction product. The product is: [CH2:14]([O:13][C:9](=[O:12])[CH2:10][N:8]([C:36]([O:38][CH2:39][CH3:40])=[O:37])[CH2:7][CH2:6][C:2]1[S:1][CH:5]=[CH:4][CH:3]=1)[CH3:15].